From a dataset of NCI-60 drug combinations with 297,098 pairs across 59 cell lines. Regression. Given two drug SMILES strings and cell line genomic features, predict the synergy score measuring deviation from expected non-interaction effect. Drug 1: C1=CC(=CC=C1CC(C(=O)O)N)N(CCCl)CCCl.Cl. Drug 2: CCN(CC)CCCC(C)NC1=C2C=C(C=CC2=NC3=C1C=CC(=C3)Cl)OC. Cell line: OVCAR-5. Synergy scores: CSS=31.4, Synergy_ZIP=7.51, Synergy_Bliss=7.57, Synergy_Loewe=4.02, Synergy_HSA=4.44.